From a dataset of Reaction yield outcomes from USPTO patents with 853,638 reactions. Predict the reaction yield, written as a fraction of the theoretical maximum amount of product (1.0 means a 100% yield; for example, 0.34 means a 34% yield). The reactants are [CH3:1][O:2][C:3](=[O:12])[C:4]1[C:9](I)=[CH:8][CH:7]=[CH:6][C:5]=1[F:11].C([Mg]Cl)(C)C.C(O[B:22]1[O:26][C:25]([CH3:28])([CH3:27])[C:24]([CH3:30])([CH3:29])[O:23]1)(C)C.[NH4+].[Cl-]. The catalyst is C1COCC1. The product is [CH3:1][O:2][C:3](=[O:12])[C:4]1[C:9]([B:22]2[O:26][C:25]([CH3:28])([CH3:27])[C:24]([CH3:30])([CH3:29])[O:23]2)=[CH:8][CH:7]=[CH:6][C:5]=1[F:11]. The yield is 0.750.